Dataset: Forward reaction prediction with 1.9M reactions from USPTO patents (1976-2016). Task: Predict the product of the given reaction. (1) Given the reactants [CH:1]1([N:6]2[CH2:12][C:11]([CH2:14][CH3:15])([CH3:13])[C:10](=[O:16])[N:9]([CH3:17])[C:8]3[CH:18]=[N:19][C:20]([NH:22][C:23]4[CH:31]=[CH:30][C:26]([C:27](O)=[O:28])=[CH:25][C:24]=4[O:32][CH3:33])=[N:21][C:7]2=3)[CH2:5][CH2:4][CH2:3][CH2:2]1.C[CH2:35][N:36]([CH:40]([CH3:42])C)[CH:37]([CH3:39])C.[CH3:43][N:44](C(ON1N=NC2C=CC=NC1=2)=[N+](C)C)C.F[P-](F)(F)(F)(F)F, predict the reaction product. The product is: [CH:1]1([N:6]2[CH2:12][C:11]([CH2:14][CH3:15])([CH3:13])[C:10](=[O:16])[N:9]([CH3:17])[C:8]3[CH:18]=[N:19][C:20]([NH:22][C:23]4[CH:31]=[CH:30][C:26]([C:27]([NH:44][CH:43]5[CH2:39][CH2:37][N:36]([CH3:35])[CH2:40][CH2:42]5)=[O:28])=[CH:25][C:24]=4[O:32][CH3:33])=[N:21][C:7]2=3)[CH2:5][CH2:4][CH2:3][CH2:2]1. (2) Given the reactants Br[C:2]1[CH:10]=[CH:9][C:8]([O:11][CH3:12])=[CH:7][C:3]=1[C:4]([OH:6])=[O:5].C([Li])CCC.CON(C)[C:21](=[O:34])[C:22]1[CH:27]=[CH:26][C:25]([C:28]2[N:29]=[N:30][N:31]([CH3:33])[N:32]=2)=[CH:24][CH:23]=1, predict the reaction product. The product is: [CH3:12][O:11][C:8]1[CH:9]=[CH:10][C:2]([C:21](=[O:34])[C:22]2[CH:27]=[CH:26][C:25]([C:28]3[N:29]=[N:30][N:31]([CH3:33])[N:32]=3)=[CH:24][CH:23]=2)=[C:3]([CH:7]=1)[C:4]([OH:6])=[O:5]. (3) The product is: [N:8]1[N:7]2[CH:2]=[CH:3][C:4]([C:11]([O:13][CH2:14][CH3:15])=[O:12])=[N:5][C:6]2=[CH:10][CH:9]=1. Given the reactants Cl[C:2]1[N:7]2[N:8]=[CH:9][CH:10]=[C:6]2[N:5]=[C:4]([C:11]([O:13][CH2:14][CH3:15])=[O:12])[CH:3]=1.C([O-])(=O)C.[Na+].ClC1C(=O)C(C#N)=C(C#N)C(=O)C=1Cl, predict the reaction product. (4) The product is: [S:8]1[C:3]2[CH:4]=[CH:5][CH:6]=[CH:7][C:2]=2[N:1]=[C:19]1[C:18]1[CH:21]=[CH:22][C:15]([C:9]2[CH:14]=[CH:13][CH:12]=[CH:11][CH:10]=2)=[CH:16][C:17]=1[OH:23]. Given the reactants [NH2:1][C:2]1[CH:7]=[CH:6][CH:5]=[CH:4][C:3]=1[SH:8].[C:9]1([C:15]2[CH:16]=[C:17]([OH:23])[C:18](=[CH:21][CH:22]=2)[CH:19]=O)[CH:14]=[CH:13][CH:12]=[CH:11][CH:10]=1, predict the reaction product. (5) Given the reactants C([Li])CCC.C(NC(C)C)(C)C.[CH3:13][C:14]1[N:22]=[C:21]([C:23]([F:26])([F:25])[F:24])[CH:20]=[CH:19][C:15]=1[C:16]([OH:18])=O.[Cl-].[Al+3:28].[Cl-].[Cl-].[H-].[Al+3].[Li+].[H-].[H-].[H-].[O:37]1CCC[CH2:38]1, predict the reaction product. The product is: [AlH3:28].[OH:18][CH2:16][C:15]1[C:14]([CH2:13][CH2:38][OH:37])=[N:22][C:21]([C:23]([F:26])([F:25])[F:24])=[CH:20][CH:19]=1. (6) Given the reactants [OH-].[K+].[Br:3][C:4]1[C:5]([CH3:21])=[C:6]([C:19]#[N:20])[N:7](S(C2C=CC(C)=CC=2)(=O)=O)[CH:8]=1.[H-].[Na+].I[CH3:25], predict the reaction product. The product is: [Br:3][C:4]1[C:5]([CH3:21])=[C:6]([C:19]#[N:20])[N:7]([CH3:25])[CH:8]=1.